This data is from Full USPTO retrosynthesis dataset with 1.9M reactions from patents (1976-2016). The task is: Predict the reactants needed to synthesize the given product. (1) Given the product [I:8][C:7]1[C:2]([N:21]2[CH:22]=[C:23]([C:24]([O:26][CH2:27][CH3:28])=[O:25])[C:19]([C:18]([F:17])([F:29])[F:30])=[N:20]2)=[N:3][C:4]([S:13][CH:14]([CH3:16])[CH3:15])=[N:5][C:6]=1[C:9]([F:12])([F:11])[F:10], predict the reactants needed to synthesize it. The reactants are: Cl[C:2]1[C:7]([I:8])=[C:6]([C:9]([F:12])([F:11])[F:10])[N:5]=[C:4]([S:13][CH:14]([CH3:16])[CH3:15])[N:3]=1.[F:17][C:18]([F:30])([F:29])[C:19]1[C:23]([C:24]([O:26][CH2:27][CH3:28])=[O:25])=[CH:22][NH:21][N:20]=1.N12CCCN=C1CCCCC2.O. (2) Given the product [F:11][C:9]1[C:8]([O:12][CH3:13])=[C:7]2[C:3]([C:4](=[O:15])[C:5](=[O:14])[NH:6]2)=[C:2]([C:20]2[CH:21]=[CH:22][C:17]([F:16])=[CH:18][CH:19]=2)[CH:10]=1, predict the reactants needed to synthesize it. The reactants are: Br[C:2]1[CH:10]=[C:9]([F:11])[C:8]([O:12][CH3:13])=[C:7]2[C:3]=1[C:4](=[O:15])[C:5](=[O:14])[NH:6]2.[F:16][C:17]1[CH:22]=[CH:21][C:20](B(O)O)=[CH:19][CH:18]=1.C(=O)([O-])[O-].[Cs+].[Cs+]. (3) The reactants are: [I:1][C:2]1[CH:7]=[CH:6][C:5]([OH:8])=[CH:4][CH:3]=1.[H-].[Na+].CC1C=CC(S(O[C@H:22]2[CH2:25][C@@H:24]([N:26]3[CH2:30][CH2:29][CH2:28][CH:27]3[CH3:31])[CH2:23]2)(=O)=O)=CC=1. Given the product [I:1][C:2]1[CH:7]=[CH:6][C:5]([O:8][C@H:22]2[CH2:25][C@H:24]([N:26]3[CH2:30][CH2:29][CH2:28][CH:27]3[CH3:31])[CH2:23]2)=[CH:4][CH:3]=1, predict the reactants needed to synthesize it. (4) Given the product [Cl:22][C:11]1[NH:12][C:8]([C:6]2[CH:5]=[CH:4][N:3]=[C:2]([F:1])[CH:7]=2)=[C:9]([C:14]2[CH:15]=[N:16][CH:17]=[CH:18][CH:19]=2)[N:10]=1, predict the reactants needed to synthesize it. The reactants are: [F:1][C:2]1[CH:7]=[C:6]([C:8]2[N:12](O)[CH:11]=[N:10][C:9]=2[C:14]2[CH:15]=[N:16][CH:17]=[CH:18][CH:19]=2)[CH:5]=[CH:4][N:3]=1.P(Cl)(Cl)([Cl:22])=O. (5) Given the product [CH3:20][S:21]([O:1][CH:2]([C:5]1[CH:12]=[CH:11][CH:10]=[C:7]([C:8]#[N:9])[CH:6]=1)[CH2:3][CH3:4])(=[O:23])=[O:22], predict the reactants needed to synthesize it. The reactants are: [OH:1][CH:2]([C:5]1[CH:6]=[C:7]([CH:10]=[CH:11][CH:12]=1)[C:8]#[N:9])[CH2:3][CH3:4].CCN(CC)CC.[CH3:20][S:21](Cl)(=[O:23])=[O:22]. (6) Given the product [CH3:36][O:37][CH2:38][C:39]1[CH:40]=[CH:41][C:42]([O:47][C:48]([F:49])([F:50])[F:51])=[C:43]([CH:44]=1)[CH2:45][NH:46][C:31]([NH:1][C:2]1[N:6]([C:7]2[CH:12]=[CH:11][CH:10]=[CH:9][CH:8]=2)[N:5]=[C:4]([O:13][CH2:14][C@@H:15]2[CH2:16][CH2:17][C:18](=[O:20])[NH:19]2)[C:3]=1[CH3:21])=[O:32], predict the reactants needed to synthesize it. The reactants are: [NH2:1][C:2]1[N:6]([C:7]2[CH:12]=[CH:11][CH:10]=[CH:9][CH:8]=2)[N:5]=[C:4]([O:13][CH2:14][C@H:15]2[NH:19][C:18](=[O:20])[CH2:17][CH2:16]2)[C:3]=1[CH3:21].C1(C2C=CC([CH2:31][O:32]C)=CC=2CN)CC1.[CH3:36][O:37][CH2:38][C:39]1[CH:40]=[CH:41][C:42]([O:47][C:48]([F:51])([F:50])[F:49])=[C:43]([CH2:45][NH2:46])[CH:44]=1. (7) Given the product [Br:1][C:2]1[CH:7]=[CH:6][C:5]([N:8]2[C:12](=[O:13])[N:11]([C:22]([O:24][CH2:25][CH3:26])=[O:23])[N:10]=[CH:9]2)=[C:4]([F:14])[CH:3]=1, predict the reactants needed to synthesize it. The reactants are: [Br:1][C:2]1[CH:7]=[CH:6][C:5]([N:8]2[C:12](=[O:13])[NH:11][N:10]=[CH:9]2)=[C:4]([F:14])[CH:3]=1.C(=O)([O-])[O-].[K+].[K+].Cl[C:22]([O:24][CH2:25][CH3:26])=[O:23]. (8) Given the product [Cl:1][C:2]1[CH:7]=[CH:6][C:5]([O:8][C:10]2[C:19]3[C:14](=[CH:15][CH:16]=[CH:17][CH:18]=3)[CH:13]=[C:12]([NH:20][C:21]3[CH:25]=[C:24]([CH3:26])[NH:23][N:22]=3)[N:11]=2)=[CH:4][CH:3]=1, predict the reactants needed to synthesize it. The reactants are: [Cl:1][C:2]1[CH:7]=[CH:6][C:5]([OH:8])=[CH:4][CH:3]=1.Cl[C:10]1[C:19]2[C:14](=[CH:15][CH:16]=[CH:17][CH:18]=2)[CH:13]=[C:12]([NH:20][C:21]2[CH:25]=[C:24]([CH3:26])[NH:23][N:22]=2)[N:11]=1.